This data is from Peptide-MHC class II binding affinity with 134,281 pairs from IEDB. The task is: Regression. Given a peptide amino acid sequence and an MHC pseudo amino acid sequence, predict their binding affinity value. This is MHC class II binding data. (1) The peptide sequence is MSFVTTQPEALAAAA. The MHC is HLA-DQA10401-DQB10402 with pseudo-sequence HLA-DQA10401-DQB10402. The binding affinity (normalized) is 0.213. (2) The peptide sequence is FAVATITHAAELQRV. The MHC is HLA-DQA10501-DQB10301 with pseudo-sequence HLA-DQA10501-DQB10301. The binding affinity (normalized) is 0.611. (3) The binding affinity (normalized) is 0.250. The MHC is DRB1_0301 with pseudo-sequence DRB1_0301. The peptide sequence is NYPIVQNLQGQMVHQAISPR. (4) The peptide sequence is DSNYKLAVDGLLSKV. The MHC is DRB3_0101 with pseudo-sequence DRB3_0101. The binding affinity (normalized) is 0.575. (5) The peptide sequence is TFHVEKGSNPNYLAL. The MHC is HLA-DPA10201-DPB10501 with pseudo-sequence HLA-DPA10201-DPB10501. The binding affinity (normalized) is 0.248. (6) The MHC is DRB1_0901 with pseudo-sequence DRB1_0901. The peptide sequence is LVGPTPVNIIGRNLLTQLGC. The binding affinity (normalized) is 0.0813. (7) The peptide sequence is AAYSDQATLLLKSPR. The MHC is DRB1_0101 with pseudo-sequence DRB1_0101. The binding affinity (normalized) is 0.362. (8) The peptide sequence is SPFGQAAAGDKPS. The MHC is DRB1_0101 with pseudo-sequence DRB1_0101. The binding affinity (normalized) is 0.0847. (9) The peptide sequence is AEEVKVIPAGELQVI. The MHC is HLA-DQA10102-DQB10502 with pseudo-sequence HLA-DQA10102-DQB10502. The binding affinity (normalized) is 0. (10) The peptide sequence is QEMENFLGPIAVGGL. The MHC is DRB1_0701 with pseudo-sequence DRB1_0701. The binding affinity (normalized) is 0.536.